From a dataset of Experimentally validated miRNA-target interactions with 360,000+ pairs, plus equal number of negative samples. Binary Classification. Given a miRNA mature sequence and a target amino acid sequence, predict their likelihood of interaction. (1) The miRNA is mmu-miR-467g with sequence UAUACAUACACACACAUAUAU. The protein sequence of the target gene is MAVPFVEDWDLVQTLGEGAYGEVQLAVNRITEEAVAVKIVDMKRAIDCPENIKKEICINKMLSHENVVKFYGHRREGHIQYLFLEYCSGGELFDRIEPDIGMPEQDAQRFFHQLMAGVVYLHGIGITHRDIKPENLLLDERDNLKISDFGLATVFRHNNRERLLNKMCGTLPYVAPELLKRKEFHAEPVDVWSCGIVLTAMLAGELPWDQPSDSCQEYSDWKEKKTYLNPWKKIDSAPLALLHKILVETPSARITIPDIKKDRWYNKPLNRGAKRPRATSGGMSESSSGFSKHIHSNLDF.... Result: 1 (interaction). (2) The miRNA is mmu-miR-425-5p with sequence AAUGACACGAUCACUCCCGUUGA. The protein sequence of the target gene is MGPAEAGRRGAASPVPPPLVRVAPSLFLGSARAAGAEEQLARAGVTLCVNVSRQQPGPRAPGVAELRVPVFDDPAEDLLAHLEPTCAAMEAAVRAGGACLVYCKNGRSRSAAVCTAYLMRHRGLSLAKAFQMVKSARPVAEPNPGFWSQLQKYEEALQAQSCLQGEPPALGLGPEA. Result: 0 (no interaction). (3) The protein sequence of the target gene is MTADKDKDKDKEKDRDRDRDRERDKRDKARESENARPRRSCTLEGGAKNYAESDHSEDEDNDNNSATTEESNKKSRKKPPKKKSRYERTDTGEITSYITEDDVVYRPGDCVYIESRRPNTPYFICSIQDFKLVHSSQACCRSPAPAFCDPPACSLPVAPQPPQHLSEAGRGPGGSKRDHLLMNVKWYYRQSEVPDSVYQHLVQDRHNENDSGRELVITDPVIKNRELFISDYVDTYHAAALRGKCNISHFSDIFAAREFKARVDSFFYILGYNPETRRLNSTQGEIRVGPSHQAKLPDLQ.... Result: 0 (no interaction). The miRNA is hsa-miR-216a-5p with sequence UAAUCUCAGCUGGCAACUGUGA. (4) The protein sequence of the target gene is MIEDTMTLLSLLGRIMRYFLLRPETLFLLCISLALWSYFFHTDEVKTIVKSSRDAVKMVKGKVAEIMQNDRLGGLDVLEAEFSKTWEFKSHNVAVYSIQGRRDHMEDRFEVLTDLANKTHPSIFGIFDGHGGETAAEYVKSRLPEALKQHLQDYEKDKENSVLTYQTILEQQILSIDREMLEKLTVSYDEAGTTCLIALLSDKDLTVANVGDSRGVLCDKDGNAIPLSHDHKPYQLKERKRIKRAGGFISFNGSWRVQGILAMSRSLGDYPLKNLNVVIPDPDILTFDLDKLQPEFMILA.... Result: 0 (no interaction). The miRNA is hsa-miR-5193 with sequence UCCUCCUCUACCUCAUCCCAGU. (5) The miRNA is hsa-miR-6506-5p with sequence ACUGGGAUGUCACUGAAUAUGGU. The protein sequence of the target gene is MSSKQEIMSDQRFRRVAKDPRFWEMPEKDRKVKIDKRFRAMFHDKKFKLNYAVDKRGRPISHSTTEDLKRFYDLSDSDSNLSGEDSKALSQKKIKKKKTQTKKEIDSKNLVEKKKETKKANHKGSENKTDLDNSIGIKKMKTSCKFKIDSNISPKKDSKEFTQKNKKEKKNIVQHTTDSSLEEKQRTLDSGTSEIVKSPRIECSKTRREMQSVVQLIMTRDSDGYENSTDGEMCDKDALEEDSESVSEIGSDEESENEITSVGRASGDDDGSEDDEEEDEDEEEDEDEDSEDDDKSDSGP.... Result: 0 (no interaction). (6) The miRNA is mmu-miR-148b-3p with sequence UCAGUGCAUCACAGAACUUUGU. The protein sequence of the target gene is MHTTQKDTTYTKIFVGGLPYHTTDASLRKYFEVFGDIEEAVVITDRQTGKSRGYGFVTMADRAAAERACKDPNPIIDGRKANVNLAYLGAKPRIMQPGFAFGVQQLHPALIQRPFGIPAHYVYPQAFVQPGVVIPHVQPTAAAASTTPYIDYTGAAYAQYSAAAAAAAAAAAYDQYPYAASPAAAGYVTTGGYSYAVQQPITAAAPGTAAAAAAAAAAAAAFGQYQPQQLQTDRMQ. Result: 0 (no interaction). (7) The miRNA is rno-miR-409a-3p with sequence AAUGUUGCUCGGUGAACCCC. The protein sequence of the target gene is MRSVSYVQRVALEFSGSLFPHAICLGDVDNDTLNELVVGDTSGKVSVYKNDDSRPWLTCSCQGMLTCVGVGDVCNKGKNLLVAVSAEGWFHLFDLTPAKVLDASGHHETLIGEEQRPVFKQHIPANTKVMLISDIDGDGCRELVVGYTDRVVRAFRWEELGEGPEHLTGQLVSLKKWMLEGQVDSLSVTLGPLGLPELMVSQPGCAYAILLCTWKKDTGSPPASEGPTDGSRETPAARDVVLHQTSGRIHNKNVSTHLIGNIKQGHGTESSGSGLFALCTLDGTLKLMEEMEEADKLLWS.... Result: 0 (no interaction). (8) The miRNA is rno-miR-376b-5p with sequence GUGGAUAUUCCUUCUAUGGUUA. The protein sequence of the target gene is MLKPSVTSAPTADMATLTVVQPLTLDRDVARAIELLEKLQESGEVPVHKLQSLKKVLQSEFCTAIREVYQYMHETITVNGCPEFRARATAKATVAAFAASEGHSHPRVVELPKTDEGLGFNVMGGKEQNSPIYISRIIPGGVAERHGGLKRGDQLLSVNGVSVEGEHHEKAVELLKAAKDSVKLVVRYTPKVLEEMEARFEKLRTARRRQQQQLLIQQQQQQQQQQTQQNHMS. Result: 0 (no interaction).